This data is from Full USPTO retrosynthesis dataset with 1.9M reactions from patents (1976-2016). The task is: Predict the reactants needed to synthesize the given product. Given the product [CH2:25]([N:27]([CH2:28][C:29]([NH:31][CH2:32][CH2:33][CH2:34][F:35])=[O:30])[C:60]([C:45]1[CH:46]=[C:47]2[C:42](=[CH:43][CH:44]=1)[N:41]([S:38]([CH2:36][CH3:37])(=[O:40])=[O:39])[C:53]1[CH2:52][CH2:51][CH:50]([CH:54]3[CH2:59][CH2:58][O:57][CH2:56][CH2:55]3)[CH2:49][C:48]2=1)=[O:61])[CH3:26], predict the reactants needed to synthesize it. The reactants are: CN(C(ON1N=NC2C=CC=NC1=2)=[N+](C)C)C.F[P-](F)(F)(F)(F)F.[CH2:25]([NH:27][CH2:28][C:29]([NH:31][CH2:32][CH2:33][CH2:34][F:35])=[O:30])[CH3:26].[CH2:36]([S:38]([N:41]1[C:53]2[CH2:52][CH2:51][CH:50]([CH:54]3[CH2:59][CH2:58][O:57][CH2:56][CH2:55]3)[CH2:49][C:48]=2[C:47]2[C:42]1=[CH:43][CH:44]=[C:45]([C:60](O)=[O:61])[CH:46]=2)(=[O:40])=[O:39])[CH3:37].C(N(CC)C(C)C)(C)C.